From a dataset of Forward reaction prediction with 1.9M reactions from USPTO patents (1976-2016). Predict the product of the given reaction. (1) Given the reactants [CH3:1][C:2]([CH3:14])([CH3:13])[C:3]#[C:4][C:5]1[CH:6]=[CH:7][C:8]([C:11]#[N:12])=[N:9][CH:10]=1, predict the reaction product. The product is: [NH2:12][CH2:11][C:8]1[CH:7]=[CH:6][C:5]([CH2:4][CH2:3][C:2]([CH3:14])([CH3:13])[CH3:1])=[CH:10][N:9]=1. (2) Given the reactants C([N:8]1[CH2:15][C@H:14]2[C@H:10]([CH2:11][CH:12]([CH3:16])[CH2:13]2)[C@H:9]1[CH2:17][OH:18])C1C=CC=CC=1.[CH3:31][C:30]([O:29][C:27](O[C:27]([O:29][C:30]([CH3:33])([CH3:32])[CH3:31])=[O:28])=[O:28])([CH3:33])[CH3:32], predict the reaction product. The product is: [C:30]([O:29][C:27]([N:8]1[CH2:15][C@H:14]2[C@H:10]([CH2:11][CH:12]([CH3:16])[CH2:13]2)[C@H:9]1[CH2:17][OH:18])=[O:28])([CH3:31])([CH3:32])[CH3:33]. (3) The product is: [OH:23][C:5]1[CH:6]=[CH:7][C:8]([NH:10][C:11]2[C:20]3[C:15](=[CH:16][CH:17]=[CH:18][CH:19]=3)[C:14]([OH:21])=[CH:13][CH:12]=2)=[CH:9][C:4]=1[C:3]([OH:25])=[O:2]. Given the reactants C[O:2][C:3](=[O:25])[C:4]1[CH:9]=[C:8]([NH:10][C:11]2[C:20]3[C:15](=[CH:16][CH:17]=[CH:18][CH:19]=3)[C:14]([O:21]C)=[CH:13][CH:12]=2)[CH:7]=[CH:6][C:5]=1[O:23]C.B(Br)(Br)Br, predict the reaction product.